Predict the product of the given reaction. From a dataset of Forward reaction prediction with 1.9M reactions from USPTO patents (1976-2016). (1) Given the reactants Br[C:2]1[S:3][C:4]([Br:7])=[CH:5][N:6]=1.[NH:8]1[CH2:13][CH2:12][O:11][CH2:10][CH2:9]1, predict the reaction product. The product is: [Br:7][C:4]1[S:3][C:2]([N:8]2[CH2:13][CH2:12][O:11][CH2:10][CH2:9]2)=[N:6][CH:5]=1. (2) Given the reactants [N:1]1([C:7]2[C:8]3[N:9]([CH:18]=[C:19]([C:21]([O:23][CH2:24][CH3:25])=[O:22])[N:20]=3)[C:10]([C:13]3[S:14][CH:15]=[CH:16][CH:17]=3)=[CH:11][N:12]=2)[CH2:6][CH2:5][NH:4][CH2:3][CH2:2]1.[CH3:26]O.C=O, predict the reaction product. The product is: [CH3:26][N:4]1[CH2:3][CH2:2][N:1]([C:7]2[C:8]3[N:9]([CH:18]=[C:19]([C:21]([O:23][CH2:24][CH3:25])=[O:22])[N:20]=3)[C:10]([C:13]3[S:14][CH:15]=[CH:16][CH:17]=3)=[CH:11][N:12]=2)[CH2:6][CH2:5]1. (3) Given the reactants [NH2:1][CH:2]([C:10]([OH:12])=[O:11])[CH2:3][CH2:4][CH2:5][NH:6][C:7](=[NH:9])[NH2:8].[CH3:13][CH2:14][O:15]/[N:16]=[C:17](\[C:28]([NH:30][C@@H:31]1[C:34](=[O:35])[N:33]2[C:36]([C:53]([O-:55])=[O:54])=[C:37]([S:40][C:41]3[S:45][CH:44]=[C:43]([C:46]4[CH:47]=[CH:48][N+:49]([CH3:52])=[CH:50][CH:51]=4)[N:42]=3)[CH2:38][S:39][C@H:32]12)=[O:29])/[C:18]1[N:19]=[C:20]([NH:23][P:24]([OH:27])([OH:26])=[O:25])[S:21][N:22]=1, predict the reaction product. The product is: [CH3:13][CH2:14][O:15]/[N:16]=[C:17](\[C:28]([NH:30][C@@H:31]1[C:34](=[O:35])[N:33]2[C:36]([C:53]([O-:55])=[O:54])=[C:37]([S:40][C:41]3[S:45][CH:44]=[C:43]([C:46]4[CH:51]=[CH:50][N+:49]([CH3:52])=[CH:48][CH:47]=4)[N:42]=3)[CH2:38][S:39][C@H:32]12)=[O:29])/[C:18]1[N:19]=[C:20]([NH:23][P:24]([OH:26])([OH:27])=[O:25])[S:21][N:22]=1.[NH2:1][CH:2]([C:10]([OH:12])=[O:11])[CH2:3][CH2:4][CH2:5][NH:6][C:7](=[NH:8])[NH2:9]. (4) The product is: [I:22][C:23]1[N:24]=[CH:25][N:26]([S:8]([C:5]2[CH:6]=[CH:7][C:2]([CH3:1])=[CH:3][CH:4]=2)(=[O:10])=[O:9])[CH:27]=1. Given the reactants [CH3:1][C:2]1[CH:7]=[CH:6][C:5]([S:8](Cl)(=[O:10])=[O:9])=[CH:4][CH:3]=1.C(Cl)(Cl)Cl.N1C=CC=CC=1.[I:22][C:23]1[N:24]=[CH:25][NH:26][CH:27]=1, predict the reaction product. (5) Given the reactants [CH3:1][C:2]([CH3:18])([CH3:17])[CH2:3][C@H:4]([CH2:8][C:9]([N:11]1[CH2:16][CH2:15][O:14][CH2:13][CH2:12]1)=[O:10])[C:5]([OH:7])=O.FC(F)(F)C(O)=O.[NH2:26][CH:27]([CH2:39][CH3:40])[C@@H:28]([C:30]1[N:34]=[C:33]([C:35]([F:38])([F:37])[F:36])[O:32][N:31]=1)[OH:29], predict the reaction product. The product is: [F:38][C:35]([F:36])([F:37])[C:33]1[O:32][N:31]=[C:30]([C:28]([C@@H:27]([NH:26][C:5](=[O:7])[C@@H:4]([CH2:8][C:9]([N:11]2[CH2:16][CH2:15][O:14][CH2:13][CH2:12]2)=[O:10])[CH2:3][C:2]([CH3:1])([CH3:18])[CH3:17])[CH2:39][CH3:40])=[O:29])[N:34]=1. (6) Given the reactants [Cl:1][C:2]1[CH:3]=[CH:4][C:5]2[N:6]([CH:8]=[CH:9][N:10]=2)[N:7]=1.C(=O)([O-])[O-].[K+].[K+].[C:30]1(P([C:30]2[CH:35]=[CH:34][CH:33]=[CH:32][CH:31]=2)[C:30]2[CH:35]=[CH:34][CH:33]=[CH:32][CH:31]=2)[CH:35]=[CH:34][CH:33]=[CH:32][CH:31]=1, predict the reaction product. The product is: [Cl:1][C:2]1[CH:3]=[CH:4][C:5]2[N:6]([C:8]([C:32]3[C:31]4[C:30](=[CH:2][CH:3]=[CH:4][CH:5]=4)[CH:35]=[CH:34][CH:33]=3)=[CH:9][N:10]=2)[N:7]=1. (7) Given the reactants [NH2:1][C:2]1[N:7]=[C:6]([NH2:8])[CH:5]=[C:4]([OH:9])[N:3]=1.C(O[Na])(C)=O.Br[CH:16]([CH:20]([CH3:22])[CH3:21])[CH2:17]C=O, predict the reaction product. The product is: [NH2:1][C:2]1[NH:3][C:4](=[O:9])[C:5]2[C:16]([CH:20]([CH3:22])[CH3:21])=[CH:17][NH:8][C:6]=2[N:7]=1.